From a dataset of Reaction yield outcomes from USPTO patents with 853,638 reactions. Predict the reaction yield, written as a fraction of the theoretical maximum amount of product (1.0 means a 100% yield; for example, 0.34 means a 34% yield). (1) The product is [NH2:23][C:11]1[CH:10]=[C:9]([C:7]([C:6]2[S:5][C:4]([NH:26][C:27]3[CH:32]=[CH:31][C:30]([N:33]4[CH2:38][CH2:37][N:36]([CH3:39])[CH2:35][CH2:34]4)=[CH:29][CH:28]=3)=[N:3][C:2]=2[NH2:1])=[O:8])[CH:14]=[CH:13][C:12]=1[NH:15][C@@H:16]([CH2:21][OH:22])[CH2:17][CH:18]([CH3:19])[CH3:20]. The reactants are [NH2:1][C:2]1[N:3]=[C:4]([NH:26][C:27]2[CH:32]=[CH:31][C:30]([N:33]3[CH2:38][CH2:37][N:36]([CH3:39])[CH2:35][CH2:34]3)=[CH:29][CH:28]=2)[S:5][C:6]=1[C:7]([C:9]1[CH:14]=[CH:13][C:12]([NH:15][C@@H:16]([CH2:21][OH:22])[CH2:17][CH:18]([CH3:20])[CH3:19])=[C:11]([N+:23]([O-])=O)[CH:10]=1)=[O:8].NN.CC(O)C. The catalyst is [Pd].ClCCl.CO. The yield is 0.530. (2) The product is [CH3:13][O:14][C:15](=[O:22])[CH2:16][CH2:17][CH2:18][C:19](=[O:20])[C:6]1[CH:7]=[CH:8][C:3]([O:2][CH3:1])=[C:4]([O:11][CH3:12])[C:5]=1[O:9][CH3:10]. The yield is 0.770. The reactants are [CH3:1][O:2][C:3]1[CH:8]=[CH:7][CH:6]=[C:5]([O:9][CH3:10])[C:4]=1[O:11][CH3:12].[CH3:13][O:14][C:15](=[O:22])[CH2:16][CH2:17][CH2:18][C:19]([O-])=[O:20]. No catalyst specified. (3) The product is [Br-:1].[NH2:17][C:15]1[S:16][C:12]([CH3:11])=[CH:13][N+:14]=1[CH2:2][C:3](=[O:10])[CH2:4][C:5]([O:7][CH2:8][CH3:9])=[O:6]. The catalyst is CC(C)=O. The reactants are [Br:1][CH2:2][C:3](=[O:10])[CH2:4][C:5]([O:7][CH2:8][CH3:9])=[O:6].[CH3:11][C:12]1[S:16][C:15]([NH2:17])=[N:14][CH:13]=1. The yield is 0.820. (4) The reactants are C[O:2][C:3]1[CH:4]=[C:5]2[C:10](=[CH:11][CH:12]=1)[CH:9]([CH2:13][C:14]([O:16][CH2:17][CH3:18])=[O:15])[CH2:8][CH2:7][CH2:6]2.B(Br)(Br)Br. The catalyst is ClCCl. The product is [OH:2][C:3]1[CH:4]=[C:5]2[C:10](=[CH:11][CH:12]=1)[CH:9]([CH2:13][C:14]([O:16][CH2:17][CH3:18])=[O:15])[CH2:8][CH2:7][CH2:6]2. The yield is 0.900. (5) The reactants are [CH3:1][C:2]1[NH:3][CH:4]=[C:5]([CH3:7])[CH:6]=1.[C:8]1([CH3:20])[CH:13]=[C:12]([CH3:14])[CH:11]=[C:10]([CH3:15])[C:9]=1[S:16](Cl)(=[O:18])=[O:17].[H-].[Na+]. The catalyst is C1COCC1.CCOC(C)=O. The product is [CH3:1][C:2]1[N:3]([S:16]([C:9]2[C:10]([CH3:15])=[CH:11][C:12]([CH3:14])=[CH:13][C:8]=2[CH3:20])(=[O:18])=[O:17])[CH:4]=[C:5]([CH3:7])[CH:6]=1. The yield is 0.580.